This data is from Full USPTO retrosynthesis dataset with 1.9M reactions from patents (1976-2016). The task is: Predict the reactants needed to synthesize the given product. (1) Given the product [CH:33]1([C:36]([NH:1][C:2]2[C:7](/[CH:8]=[CH:9]/[C:10]([O:12][CH2:13][CH3:14])=[O:11])=[C:6]([O:15][C:16]3[CH:21]=[CH:20][C:19]([NH:22][C:23]([NH:25][C:26]4[CH:31]=[CH:30][C:29]([F:32])=[CH:28][CH:27]=4)=[O:24])=[CH:18][CH:17]=3)[CH:5]=[CH:4][N:3]=2)=[O:37])[CH2:35][CH2:34]1, predict the reactants needed to synthesize it. The reactants are: [NH2:1][C:2]1[C:7](/[CH:8]=[CH:9]/[C:10]([O:12][CH2:13][CH3:14])=[O:11])=[C:6]([O:15][C:16]2[CH:21]=[CH:20][C:19]([NH:22][C:23]([NH:25][C:26]3[CH:31]=[CH:30][C:29]([F:32])=[CH:28][CH:27]=3)=[O:24])=[CH:18][CH:17]=2)[CH:5]=[CH:4][N:3]=1.[CH:33]1([C:36](Cl)=[O:37])[CH2:35][CH2:34]1.C(N(CC)CC)C.O1CCCC1. (2) Given the product [Br:1][C:2]1[C:3]([CH3:11])=[C:4]([CH:8]=[CH:9][CH:10]=1)[C:5]([NH2:20])=[O:6], predict the reactants needed to synthesize it. The reactants are: [Br:1][C:2]1[C:3]([CH3:11])=[C:4]([CH:8]=[CH:9][CH:10]=1)[C:5](O)=[O:6].C(Cl)CCl.C1C=[N:20]C2N(O)N=NC=2C=1.[Cl-].[NH4+].C(N(C(C)C)CC)(C)C. (3) Given the product [F:1][C:2]([F:11])([F:10])[CH2:3][S:26]([NH2:14])(=[O:28])=[O:27], predict the reactants needed to synthesize it. The reactants are: [F:1][C:2]([F:11])([F:10])[CH2:3]N1CCCCC1.C([N:14](CC)CC)C.ClC1C=CC([S:26](Cl)(=[O:28])=[O:27])=CC=1. (4) Given the product [CH2:12]([O:14][C:15]([C:17]1[N:18]([CH3:40])[C:19]([CH2:38][CH3:39])=[C:20]([C:36]#[N:37])[C:21]=1[C:22]1[CH:23]=[CH:24][C:25]([O:28][C:29]2[CH:34]=[CH:33][CH:32]=[CH:31][C:30]=2[NH:35][S:44]([CH:41]([CH3:43])[CH3:42])(=[O:46])=[O:45])=[CH:26][CH:27]=1)=[O:16])[CH3:13], predict the reactants needed to synthesize it. The reactants are: C1CCN2C(=NCCC2)CC1.[CH2:12]([O:14][C:15]([C:17]1[N:18]([CH3:40])[C:19]([CH2:38][CH3:39])=[C:20]([C:36]#[N:37])[C:21]=1[C:22]1[CH:27]=[CH:26][C:25]([O:28][C:29]2[CH:34]=[CH:33][CH:32]=[CH:31][C:30]=2[NH2:35])=[CH:24][CH:23]=1)=[O:16])[CH3:13].[CH:41]([S:44](Cl)(=[O:46])=[O:45])([CH3:43])[CH3:42].O. (5) Given the product [C:1]([NH:4][C:5]([C@@H:17]1[CH2:18][C@H:19]([N:21]([CH2:29][C:30]2[CH:35]=[CH:34][CH:33]=[CH:32][CH:31]=2)[C:22](=[O:28])[O:23][C:24]([CH3:25])([CH3:26])[CH3:27])[CH2:20]1)([CH2:13][CH2:14][CH2:15][CH2:16][B:39]1[O:40][C:41]([CH3:43])([CH3:42])[C:37]([CH3:44])([CH3:36])[O:38]1)[C:6]([NH:8][C:9]([CH3:10])([CH3:11])[CH3:12])=[O:7])(=[O:3])[CH3:2], predict the reactants needed to synthesize it. The reactants are: [C:1]([NH:4][C:5]([C@@H:17]1[CH2:20][C@H:19]([N:21]([CH2:29][C:30]2[CH:35]=[CH:34][CH:33]=[CH:32][CH:31]=2)[C:22](=[O:28])[O:23][C:24]([CH3:27])([CH3:26])[CH3:25])[CH2:18]1)([CH2:13][CH2:14][CH:15]=[CH2:16])[C:6]([NH:8][C:9]([CH3:12])([CH3:11])[CH3:10])=[O:7])(=[O:3])[CH3:2].[CH3:36][C:37]1([CH3:44])[C:41]([CH3:43])([CH3:42])[O:40][BH:39][O:38]1.O. (6) Given the product [CH:12]([O:16][CH:17]([CH3:22])[CH3:18])([CH3:13])[CH3:11].[CH3:24][O:25][CH2:26][CH2:27][C:28]1([O:23][C:20]2[CH:21]=[CH:22][C:17]([O:16][C:12]3[CH:11]=[CH:10][C:9]4[C:14](=[CH:15][N:7]([C:3]5[CH:2]=[N:1][CH:6]=[CH:5][CH:4]=5)[N:8]=4)[CH:13]=3)=[CH:18][CH:19]=2)[C:29](=[O:36])[NH:30][C:31](=[O:35])[NH:32][C:33]1=[O:34], predict the reactants needed to synthesize it. The reactants are: [N:1]1[CH:6]=[CH:5][CH:4]=[C:3]([N:7]2[CH:15]=[C:14]3[C:9]([CH:10]=[CH:11][C:12]([O:16][C:17]4[CH:22]=[CH:21][C:20]([OH:23])=[CH:19][CH:18]=4)=[CH:13]3)=[N:8]2)[CH:2]=1.[CH3:24][O:25][CH2:26][CH2:27][C:28]1(Br)[C:33](=[O:34])[NH:32][C:31](=[O:35])[NH:30][C:29]1=[O:36].C1CN2C(=NCCC2)NC1.C(#N)C.